This data is from Full USPTO retrosynthesis dataset with 1.9M reactions from patents (1976-2016). The task is: Predict the reactants needed to synthesize the given product. (1) Given the product [CH3:33][O:32][C:29]1[CH:28]=[CH:27][C:26]([C:25]([O:18][CH2:17][C@@:3]23[C@@H:2]([OH:1])[C@@H:6]([O:7][CH2:8]2)[C@H:5]([N:9]2[CH:16]=[CH:15][C:13](=[O:14])[NH:12][C:10]2=[O:11])[O:4]3)([C:34]2[CH:35]=[CH:36][CH:37]=[CH:38][CH:39]=2)[C:24]2[CH:41]=[CH:42][C:21]([O:20][CH3:19])=[CH:22][CH:23]=2)=[CH:31][CH:30]=1, predict the reactants needed to synthesize it. The reactants are: [OH:1][C@H:2]1[C@H:6]2[O:7][CH2:8][C@:3]1([CH2:17][OH:18])[O:4][C@H:5]2[N:9]1[CH:16]=[CH:15][C:13](=[O:14])[NH:12][C:10]1=[O:11].[CH3:19][O:20][C:21]1[CH:42]=[CH:41][C:24]([C:25](Cl)([C:34]2[CH:39]=[CH:38][CH:37]=[CH:36][CH:35]=2)[C:26]2[CH:31]=[CH:30][C:29]([O:32][CH3:33])=[CH:28][CH:27]=2)=[CH:23][CH:22]=1. (2) Given the product [ClH:35].[ClH:35].[ClH:35].[CH3:1][S:2][C:3]1[CH:4]=[C:5]([N:6]([CH:7]2[CH2:8][CH2:9][N:10]([CH2:13][C:14]3[CH:19]=[CH:18][N:17]=[C:16]([C:20]4[CH:21]=[C:22]([O:30][CH3:31])[C:23]([O:28][CH3:29])=[C:24]([O:26][CH3:27])[CH:25]=4)[CH:15]=3)[CH2:11][CH2:12]2)[CH2:36][C:37]2[CH:38]=[CH:39][C:40]([C:43]3[CH:48]=[C:47]([O:49][CH3:50])[C:46]([O:51][CH3:52])=[C:45]([O:53][CH3:54])[CH:44]=3)=[N:41][CH:42]=2)[CH:32]=[CH:33][CH:34]=1, predict the reactants needed to synthesize it. The reactants are: [CH3:1][S:2][C:3]1[CH:4]=[C:5]([CH:32]=[CH:33][CH:34]=1)[NH:6][CH:7]1[CH2:12][CH2:11][N:10]([CH2:13][C:14]2[CH:19]=[CH:18][N:17]=[C:16]([C:20]3[CH:25]=[C:24]([O:26][CH3:27])[C:23]([O:28][CH3:29])=[C:22]([O:30][CH3:31])[CH:21]=3)[CH:15]=2)[CH2:9][CH2:8]1.[Cl:35][CH2:36][C:37]1[CH:38]=[CH:39][C:40]([C:43]2[CH:48]=[C:47]([O:49][CH3:50])[C:46]([O:51][CH3:52])=[C:45]([O:53][CH3:54])[CH:44]=2)=[N:41][CH:42]=1. (3) Given the product [OH:8][N:9]1[C:14]2[N:15]=[CH:16][N:17]=[C:18]([CH3:19])[C:13]=2[C:12]([NH:20][CH2:21][C:22]2[CH:23]=[C:24]3[C:28](=[CH:29][CH:30]=2)[NH:27][CH:26]=[CH:25]3)=[CH:11][C:10]1=[O:31], predict the reactants needed to synthesize it. The reactants are: C([O:8][N:9]1[C:14]2[N:15]=[CH:16][N:17]=[C:18]([CH3:19])[C:13]=2[C:12]([NH:20][CH2:21][C:22]2[CH:23]=[C:24]3[C:28](=[CH:29][CH:30]=2)[NH:27][CH:26]=[CH:25]3)=[CH:11][C:10]1=[O:31])C1C=CC=CC=1.CO.[H][H].